This data is from Full USPTO retrosynthesis dataset with 1.9M reactions from patents (1976-2016). The task is: Predict the reactants needed to synthesize the given product. (1) Given the product [CH2:28]([N:18]1[CH2:19][C@@H:20]([C:21]2[CH:22]=[CH:23][C:24]([Cl:27])=[CH:25][CH:26]=2)[C@H:16]([C:35]([O:36][CH3:37])=[O:38])[CH2:17]1)[C:29]1[CH:34]=[CH:33][CH:32]=[CH:31][CH:30]=1, predict the reactants needed to synthesize it. The reactants are: C([C@H]1COC(=O)N1C([C@H:16]1[C@H:20]([C:21]2[CH:26]=[CH:25][C:24]([Cl:27])=[CH:23][CH:22]=2)[CH2:19][N:18]([CH2:28][C:29]2[CH:34]=[CH:33][CH:32]=[CH:31][CH:30]=2)[CH2:17]1)=O)C1C=CC=CC=1.[C:35](=O)([O:38]C)[O:36][CH3:37].C[O-].[Na+]. (2) The reactants are: [NH2:1][C:2]1[N:7]=[C:6]([C:8]2[CH:16]=[CH:15][C:11]3[O:12][CH2:13][O:14][C:10]=3[CH:9]=2)[C:5]([C:17]#[N:18])=[C:4](SC)[N:3]=1.[CH2:21]([NH2:28])[C:22]1[CH:27]=[CH:26][CH:25]=[CH:24][CH:23]=1. Given the product [NH2:1][C:2]1[N:7]=[C:6]([C:8]2[CH:16]=[CH:15][C:11]3[O:12][CH2:13][O:14][C:10]=3[CH:9]=2)[C:5]([C:17]#[N:18])=[C:4]([NH:28][CH2:21][C:22]2[CH:27]=[CH:26][CH:25]=[CH:24][CH:23]=2)[N:3]=1, predict the reactants needed to synthesize it. (3) The reactants are: [Cl:1][C:2]1[N:7]=[CH:6][C:5]([S:8](Cl)(=[O:10])=[O:9])=[CH:4][CH:3]=1.[OH-:12].[Na+:13].Cl. Given the product [Na+:13].[Cl:1][C:2]1[N:7]=[CH:6][C:5]([S:8]([O-:10])(=[O:12])=[O:9])=[CH:4][CH:3]=1, predict the reactants needed to synthesize it.